From a dataset of Full USPTO retrosynthesis dataset with 1.9M reactions from patents (1976-2016). Predict the reactants needed to synthesize the given product. (1) Given the product [F:9][C:8]1[CH:7]=[CH:6][C:5]([C:10]2[CH:15]=[CH:14][CH:13]=[C:12]([CH2:16][N:17]3[CH2:22][CH2:21][NH:20][C@@H:19]([CH3:30])[CH2:18]3)[CH:11]=2)=[CH:4][C:3]=1[CH2:2][NH:1][C:40](=[O:41])[C:39]1[CH:43]=[CH:44][CH:45]=[C:37]([CH:34]2[CH2:33][CH2:32][NH:31][CH2:36][CH2:35]2)[CH:38]=1, predict the reactants needed to synthesize it. The reactants are: [NH2:1][CH2:2][C:3]1[CH:4]=[C:5]([C:10]2[CH:15]=[CH:14][CH:13]=[C:12]([CH2:16][N:17]3[CH2:22][CH2:21][N:20](C(OC(C)(C)C)=O)[C@@H:19]([CH3:30])[CH2:18]3)[CH:11]=2)[CH:6]=[CH:7][C:8]=1[F:9].[NH:31]1[CH2:36][CH2:35][CH:34]([C:37]2[CH:38]=[C:39]([CH:43]=[CH:44][CH:45]=2)[C:40](O)=[O:41])[CH2:33][CH2:32]1.CN(C(ON1N=NC2C=CC=NC1=2)=[N+](C)C)C.F[P-](F)(F)(F)(F)F.C(N(C(C)C)CC)(C)C. (2) Given the product [N+:1]1([O-:7])[C:6]2[C:5](=[CH:9][CH:10]=[CH:11][CH:12]=2)[CH:4]=[CH:3][CH:2]=1, predict the reactants needed to synthesize it. The reactants are: [N+:1]1([O-:7])[CH:6]=[CH:5][CH:4]=[CH:3][CH:2]=1.N1C2[C:12](=[CH:9][CH:10]=[CH:11][CH:12]=2)[CH:11]=[CH:10][CH:9]=1.OO.[OH-].[Na+].